From a dataset of Merck oncology drug combination screen with 23,052 pairs across 39 cell lines. Regression. Given two drug SMILES strings and cell line genomic features, predict the synergy score measuring deviation from expected non-interaction effect. (1) Drug 1: CN(Cc1cnc2nc(N)nc(N)c2n1)c1ccc(C(=O)NC(CCC(=O)O)C(=O)O)cc1. Drug 2: CC1(c2nc3c(C(N)=O)cccc3[nH]2)CCCN1. Cell line: ES2. Synergy scores: synergy=4.64. (2) Drug 2: CNC(=O)c1cc(Oc2ccc(NC(=O)Nc3ccc(Cl)c(C(F)(F)F)c3)cc2)ccn1. Drug 1: N.N.O=C(O)C1(C(=O)O)CCC1.[Pt]. Synergy scores: synergy=-7.88. Cell line: A375.